From a dataset of Peptide-MHC class I binding affinity with 185,985 pairs from IEDB/IMGT. Regression. Given a peptide amino acid sequence and an MHC pseudo amino acid sequence, predict their binding affinity value. This is MHC class I binding data. (1) The peptide sequence is LSKIYNLL. The MHC is H-2-Db with pseudo-sequence H-2-Db. The binding affinity (normalized) is 0. (2) The peptide sequence is LLASAQPLH. The MHC is HLA-A30:01 with pseudo-sequence HLA-A30:01. The binding affinity (normalized) is 0.0847. (3) The binding affinity (normalized) is 0. The peptide sequence is AGFPAGLTY. The MHC is HLA-A24:02 with pseudo-sequence HLA-A24:02. (4) The peptide sequence is SNIKTMMI. The MHC is Mamu-B17 with pseudo-sequence Mamu-B17. The binding affinity (normalized) is 0. (5) The MHC is HLA-A02:02 with pseudo-sequence HLA-A02:02. The binding affinity (normalized) is 0.632. The peptide sequence is MLVNGDDLVV. (6) The peptide sequence is KYTQLCQYL. The MHC is HLA-A23:01 with pseudo-sequence HLA-A23:01. The binding affinity (normalized) is 0.871.